From a dataset of Full USPTO retrosynthesis dataset with 1.9M reactions from patents (1976-2016). Predict the reactants needed to synthesize the given product. (1) The reactants are: [CH3:1][O:2][C:3]([C:5]1[CH:6]=[CH:7][C:8]([C:11]([OH:13])=O)=[N:9][CH:10]=1)=[O:4].C(N1C=CN=C1)(N1C=CN=C1)=O.[NH2:26][C:27]1[C:35]([NH2:36])=[CH:34][CH:33]=[CH:32][C:28]=1[C:29]([NH2:31])=[O:30]. Given the product [NH2:26][C:27]1[C:28]([C:29](=[O:30])[NH2:31])=[CH:32][CH:33]=[CH:34][C:35]=1[NH:36][C:11]([C:8]1[CH:7]=[CH:6][C:5]([C:3]([O:2][CH3:1])=[O:4])=[CH:10][N:9]=1)=[O:13], predict the reactants needed to synthesize it. (2) Given the product [O:13]1[C:17]2[CH:18]=[CH:19][C:20]([CH:22]3[C:5]4[NH:6][C:7]5[C:12](=[CH:11][CH:10]=[CH:9][CH:8]=5)[C:4]=4[CH2:3][CH2:2][NH:1]3)=[CH:21][C:16]=2[CH2:15][CH2:14]1, predict the reactants needed to synthesize it. The reactants are: [NH2:1][CH2:2][CH2:3][C:4]1[C:12]2[C:7](=[CH:8][CH:9]=[CH:10][CH:11]=2)[NH:6][CH:5]=1.[O:13]1[C:17]2[CH:18]=[CH:19][C:20]([CH:22]=O)=[CH:21][C:16]=2[CH2:15][CH2:14]1.C(O)(C(F)(F)F)=O.C([O-])(O)=O.[Na+]. (3) Given the product [O:33]=[S:28]1(=[O:32])[C:27]2[C:22](=[CH:23][CH:24]=[CH:25][CH:26]=2)[NH:21][C:20]2[CH:19]=[C:18](/[C:12](=[CH:11]\[CH:8]3[CH2:9][CH2:10][C:5](=[O:4])[CH2:6][CH2:7]3)/[C:13]([OH:15])=[O:14])[CH:31]=[CH:30][C:29]1=2, predict the reactants needed to synthesize it. The reactants are: O1[C:5]2([CH2:10][CH2:9][CH:8](/[CH:11]=[C:12](\[C:18]3[CH:31]=[CH:30][C:29]4[S:28](=[O:33])(=[O:32])[C:27]5[C:22](=[CH:23][CH:24]=[CH:25][CH:26]=5)[N:21](C(OC(C)(C)C)=O)[C:20]=4[CH:19]=3)/[C:13]([O:15]CC)=[O:14])[CH2:7][CH2:6]2)[O:4]CC1.[OH-].[Na+].Cl. (4) Given the product [CH3:1][C@H:2]1[N:7]([S:26]([C:24]2[S:25][C:21]([C:19]3[N:18]=[N:17][S:16][CH:20]=3)=[CH:22][CH:23]=2)(=[O:28])=[O:27])[CH2:6][CH2:5][N:4]([C:8]([C:10]2[CH:15]=[CH:14][CH:13]=[CH:12][CH:11]=2)=[O:9])[CH2:3]1, predict the reactants needed to synthesize it. The reactants are: [CH3:1][C@H:2]1[NH:7][CH2:6][CH2:5][N:4]([C:8]([C:10]2[CH:15]=[CH:14][CH:13]=[CH:12][CH:11]=2)=[O:9])[CH2:3]1.[S:16]1[CH:20]=[C:19]([C:21]2[S:25][C:24]([S:26](Cl)(=[O:28])=[O:27])=[CH:23][CH:22]=2)[N:18]=[N:17]1.